From a dataset of Peptide-MHC class II binding affinity with 134,281 pairs from IEDB. Regression. Given a peptide amino acid sequence and an MHC pseudo amino acid sequence, predict their binding affinity value. This is MHC class II binding data. The peptide sequence is PEDPEDSALLED. The MHC is DRB3_0101 with pseudo-sequence DRB3_0101. The binding affinity (normalized) is 0.